This data is from Forward reaction prediction with 1.9M reactions from USPTO patents (1976-2016). The task is: Predict the product of the given reaction. Given the reactants Br[CH2:2][C:3]([C:5]1[C:10]([CH3:11])=[CH:9][C:8]([O:12][C:13]2[CH:18]=[CH:17][C:16]([O:19][CH3:20])=[CH:15][CH:14]=2)=[CH:7][C:6]=1[F:21])=O.[NH2:22][C:23]([NH2:25])=[S:24], predict the reaction product. The product is: [F:21][C:6]1[CH:7]=[C:8]([O:12][C:13]2[CH:18]=[CH:17][C:16]([O:19][CH3:20])=[CH:15][CH:14]=2)[CH:9]=[C:10]([CH3:11])[C:5]=1[C:3]1[N:22]=[C:23]([NH2:25])[S:24][CH:2]=1.